Predict the reactants needed to synthesize the given product. From a dataset of Full USPTO retrosynthesis dataset with 1.9M reactions from patents (1976-2016). (1) The reactants are: [CH2:1]([NH:4][C:5]1[C:10]([C:11]([NH2:13])=[O:12])=[CH:9][N:8]=[C:7]([NH:14][C:15]2[CH:20]=[CH:19][C:18]([CH:21]3[CH2:26][CH2:25][O:24][CH2:23][CH2:22]3)=[CH:17][CH:16]=2)[CH:6]=1)[C:2]#[CH:3].[N:27]([CH2:30][CH2:31][N:32]1[CH2:37][CH2:36][CH2:35][CH2:34][CH2:33]1)=[N+:28]=[N-:29].C1CCN2C(=NCCC2)CC1. Given the product [N:32]1([CH2:31][CH2:30][N:27]2[CH:3]=[C:2]([CH2:1][NH:4][C:5]3[C:10]([C:11]([NH2:13])=[O:12])=[CH:9][N:8]=[C:7]([NH:14][C:15]4[CH:20]=[CH:19][C:18]([CH:21]5[CH2:22][CH2:23][O:24][CH2:25][CH2:26]5)=[CH:17][CH:16]=4)[CH:6]=3)[N:29]=[N:28]2)[CH2:37][CH2:36][CH2:35][CH2:34][CH2:33]1, predict the reactants needed to synthesize it. (2) Given the product [Br:35][CH2:22][CH2:23][CH2:18][C:4]([C:5]1[CH:10]=[CH:9][C:8]([O:11][CH3:12])=[C:7]([O:13][CH3:14])[CH:6]=1)([C:3]([O:2][CH3:1])=[O:15])[C:30]([O:32][CH2:33][CH3:34])=[O:31], predict the reactants needed to synthesize it. The reactants are: [CH3:1][O:2][C:3](=[O:15])[CH2:4][C:5]1[CH:10]=[CH:9][C:8]([O:11][CH3:12])=[C:7]([O:13][CH3:14])[CH:6]=1.CO[C:18]1C=C(CC#N)C=[CH:22][C:23]=1OC.Cl[C:30]([O:32][CH2:33][CH3:34])=[O:31].[Br:35]C(C)C.C([N-]C(C)C)(C)C.[Li+].C[Si]([N-][Si](C)(C)C)(C)C.[Na+].[H-].[Na+]. (3) Given the product [Cl-:7].[C:9]([CH2:8][N+:3]1[C:2]([CH3:1])=[CH:6][S:5][CH:4]=1)([OH:11])=[O:10], predict the reactants needed to synthesize it. The reactants are: [CH3:1][C:2]1[N:3]=[CH:4][S:5][CH:6]=1.[Cl:7][CH2:8][C:9]([OH:11])=[O:10].C(O)C. (4) Given the product [CH3:1][O:2][C:3]1[CH:28]=[CH:27][CH:26]=[CH:25][C:4]=1[C:5]1[O:24][C:9]([CH2:10][C:11]2[CH:23]=[CH:22][C:14]([C:15]([OH:17])=[O:16])=[CH:13][CH:12]=2)=[N:8][N:7]=1, predict the reactants needed to synthesize it. The reactants are: [CH3:1][O:2][C:3]1[CH:28]=[CH:27][CH:26]=[CH:25][C:4]=1[C:5]([NH:7][NH:8][C:9](=[O:24])[CH2:10][C:11]1[CH:23]=[CH:22][C:14]([C:15]([O:17]C(C)(C)C)=[O:16])=[CH:13][CH:12]=1)=O.CC[N+](S(N=C(OC)[O-])(=O)=O)(CC)CC. (5) Given the product [Cl:14][C:11]1[C:12]([CH3:13])=[C:7]([CH:5]2[CH2:4][N:3]([CH:33]([CH3:35])[CH3:32])[CH2:6]2)[C:8]([O:30][CH3:31])=[C:9]([CH:15]([N:17]2[C:21]3=[N:22][CH:23]=[N:24][C:25]([NH2:26])=[C:20]3[C:19]([CH:27]([F:28])[F:29])=[N:18]2)[CH3:16])[CH:10]=1, predict the reactants needed to synthesize it. The reactants are: Cl.Cl.[NH:3]1[CH2:6][CH:5]([C:7]2[C:8]([O:30][CH3:31])=[C:9]([CH:15]([N:17]3[C:21]4=[N:22][CH:23]=[N:24][C:25]([NH2:26])=[C:20]4[C:19]([CH:27]([F:29])[F:28])=[N:18]3)[CH3:16])[CH:10]=[C:11]([Cl:14])[C:12]=2[CH3:13])[CH2:4]1.[CH3:32][C:33]([CH3:35])=O.C(N(CC)CC)C.C(O[BH-](OC(=O)C)OC(=O)C)(=O)C.[Na+].